Dataset: Full USPTO retrosynthesis dataset with 1.9M reactions from patents (1976-2016). Task: Predict the reactants needed to synthesize the given product. (1) Given the product [CH2:13]([O:20][C:21]([N:2]1[CH2:6][CH2:5][CH2:4][CH:3]1[CH2:7][C:8]([OH:10])=[O:9])=[O:22])[C:14]1[CH:19]=[CH:18][CH:17]=[CH:16][CH:15]=1, predict the reactants needed to synthesize it. The reactants are: Cl.[NH:2]1[CH2:6][CH2:5][CH2:4][CH:3]1[CH2:7][C:8]([OH:10])=[O:9].[OH-].[Na+].[CH2:13]([O:20][C:21](Cl)=[O:22])[C:14]1[CH:19]=[CH:18][CH:17]=[CH:16][CH:15]=1.Cl. (2) The reactants are: C([N:3]1[C:15]2[C:14]([O:16][CH3:17])=[CH:13][CH:12]=[C:11]([S:18]([NH:21][C:22]3[CH:27]=[CH:26][C:25]([CH3:28])=[CH:24][CH:23]=3)(=[O:20])=[O:19])[C:10]=2[C:9]2[C:4]1=[CH:5][CH:6]=[CH:7][CH:8]=2)=O.[BH4-].[Na+]. Given the product [CH3:17][O:16][C:14]1[C:15]2[NH:3][C:4]3[C:9](=[CH:8][CH:7]=[CH:6][CH:5]=3)[C:10]=2[C:11]([S:18]([NH:21][C:22]2[CH:23]=[CH:24][C:25]([CH3:28])=[CH:26][CH:27]=2)(=[O:19])=[O:20])=[CH:12][CH:13]=1, predict the reactants needed to synthesize it.